Dataset: Peptide-MHC class I binding affinity with 185,985 pairs from IEDB/IMGT. Task: Regression. Given a peptide amino acid sequence and an MHC pseudo amino acid sequence, predict their binding affinity value. This is MHC class I binding data. (1) The peptide sequence is DSSQGSEYDY. The MHC is HLA-A01:01 with pseudo-sequence HLA-A01:01. The binding affinity (normalized) is 0.536. (2) The peptide sequence is DPRRLVQLL. The MHC is HLA-B54:01 with pseudo-sequence HLA-B54:01. The binding affinity (normalized) is 0.0762. (3) The peptide sequence is GEIGAIALDF. The MHC is HLA-B44:03 with pseudo-sequence HLA-B44:03. The binding affinity (normalized) is 0.798.